Dataset: Reaction yield outcomes from USPTO patents with 853,638 reactions. Task: Predict the reaction yield, written as a fraction of the theoretical maximum amount of product (1.0 means a 100% yield; for example, 0.34 means a 34% yield). (1) The reactants are [NH2:1][C:2]1[S:3][C:4]2[C:10]([N+:11]([O-:13])=[O:12])=[C:9]([O:14][C:15]3[CH:16]=[C:17]([NH:21][C:22](=[O:34])[C:23]4[CH:28]=[CH:27][CH:26]=[C:25]([C:29]([C:32]#[N:33])([CH3:31])[CH3:30])[CH:24]=4)[CH:18]=[CH:19][CH:20]=3)[CH:8]=[CH:7][C:5]=2[N:6]=1.[C:35](Cl)(=[O:37])[CH3:36]. The catalyst is N1C=CC=CC=1. The product is [C:35]([NH:1][C:2]1[S:3][C:4]2[C:10]([N+:11]([O-:13])=[O:12])=[C:9]([O:14][C:15]3[CH:16]=[C:17]([NH:21][C:22](=[O:34])[C:23]4[CH:28]=[CH:27][CH:26]=[C:25]([C:29]([C:32]#[N:33])([CH3:30])[CH3:31])[CH:24]=4)[CH:18]=[CH:19][CH:20]=3)[CH:8]=[CH:7][C:5]=2[N:6]=1)(=[O:37])[CH3:36]. The yield is 0.520. (2) The reactants are C(O[C:4](=[O:10])[C:5]([O:7][CH2:8][CH3:9])=[O:6])C.[CH2:11]([NH2:13])[CH3:12]. The catalyst is CCCCCCCC[N+](CCCCCCCC)(CCCCCCCC)C.[Cl-].ClCCl. The product is [CH2:8]([O:7][C:5](=[O:6])[C:4]([NH:13][CH2:11][CH3:12])=[O:10])[CH3:9]. The yield is 0.413. (3) The reactants are [CH3:1][O:2][C:3]1[CH:4]=[C:5]2[C:10](=[CH:11][C:12]=1[O:13][CH3:14])[N:9]=[CH:8][N:7]=[C:6]2[O:15][C:16]1[CH:22]=[CH:21][C:19]([NH2:20])=[CH:18][CH:17]=1.Cl[C:24](Cl)([O:26][C:27](=[O:33])OC(Cl)(Cl)Cl)Cl.[CH:35]1([CH2:41]CO)[CH2:40][CH2:39][CH2:38][CH2:37][CH2:36]1.C(=O)(O)[O-].[Na+]. The catalyst is C(Cl)Cl.C(N(CC)CC)C.C1(C)C=CC=CC=1. The product is [CH3:1][O:2][C:3]1[CH:4]=[C:5]2[C:10](=[CH:11][C:12]=1[O:13][CH3:14])[N:9]=[CH:8][N:7]=[C:6]2[O:15][C:16]1[CH:22]=[CH:21][C:19]([NH:20][C:27](=[O:33])[O:26][CH2:24][CH2:41][CH:35]2[CH2:40][CH2:39][CH2:38][CH2:37][CH2:36]2)=[CH:18][CH:17]=1. The yield is 0.540. (4) The reactants are [Cl-].O[NH3+:3].[C:4](=[O:7])([O-])[OH:5].[Na+].CS(C)=O.[CH2:13]([C:17]1[N:21]([CH2:22][C:23]2[CH:28]=[CH:27][C:26]([C:29]3[C:30]([C:35]#[N:36])=[CH:31][CH:32]=[CH:33][CH:34]=3)=[CH:25][CH:24]=2)[C:20](=[O:37])[N:19]([CH2:38][C:39](=[O:44])[C:40]([CH3:43])([CH3:42])[CH3:41])[N:18]=1)[CH2:14][CH2:15][CH3:16]. The catalyst is C(OCC)(=O)C. The product is [CH2:13]([C:17]1[N:21]([CH2:22][C:23]2[CH:28]=[CH:27][C:26]([C:29]3[CH:34]=[CH:33][CH:32]=[CH:31][C:30]=3[C:35]3[NH:3][C:4](=[O:7])[O:5][N:36]=3)=[CH:25][CH:24]=2)[C:20](=[O:37])[N:19]([CH2:38][C:39](=[O:44])[C:40]([CH3:43])([CH3:42])[CH3:41])[N:18]=1)[CH2:14][CH2:15][CH3:16]. The yield is 0.630. (5) The reactants are [CH3:1][O:2][C:3]1[CH:4]=[C:5]([CH2:13][CH2:14][C:15]([O:17]CCC)=[O:16])[CH:6]=[CH:7][C:8]=1[O:9][CH2:10][CH2:11][CH3:12].[OH-].[Na+].Cl. The catalyst is O1CCOCC1. The product is [CH3:1][O:2][C:3]1[CH:4]=[C:5]([CH2:13][CH2:14][C:15]([OH:17])=[O:16])[CH:6]=[CH:7][C:8]=1[O:9][CH2:10][CH2:11][CH3:12]. The yield is 0.870. (6) The reactants are [Cl:1][C:2]1[CH:11]=[CH:10][CH:9]=[C:8]2[C:3]=1[C:4]([OH:25])=[C:5]([C:14]([N:16]([CH2:23][CH3:24])[C:17]1[CH:22]=[CH:21][CH:20]=[CH:19][CH:18]=1)=[O:15])[C:6](=[O:13])[N:7]2[CH3:12].[OH-].[Na+:27]. The catalyst is C(O)C. The product is [Cl:1][C:2]1[CH:11]=[CH:10][CH:9]=[C:8]2[C:3]=1[C:4]([O-:25])=[C:5]([C:14](=[O:15])[N:16]([CH2:23][CH3:24])[C:17]1[CH:18]=[CH:19][CH:20]=[CH:21][CH:22]=1)[C:6](=[O:13])[N:7]2[CH3:12].[Na+:27]. The yield is 0.390. (7) The reactants are CO[C:3](=[O:23])[C:4]1[CH:9]=[CH:8][C:7]([O:10][CH2:11][C:12]2[C:13]([C:17]3[CH:22]=[CH:21][CH:20]=[CH:19][CH:18]=3)=[N:14][O:15][CH:16]=2)=[N:6][CH:5]=1.[NH2:24][CH:25]1[CH2:30][CH2:29][O:28][CH2:27][CH2:26]1. No catalyst specified. The product is [C:17]1([C:13]2[C:12]([CH2:11][O:10][C:7]3[CH:8]=[CH:9][C:4]([C:3]([NH:24][CH:25]4[CH2:30][CH2:29][O:28][CH2:27][CH2:26]4)=[O:23])=[CH:5][N:6]=3)=[CH:16][O:15][N:14]=2)[CH:18]=[CH:19][CH:20]=[CH:21][CH:22]=1. The yield is 0.730. (8) The reactants are [F:1][C:2]1[CH:3]=[CH:4][CH:5]=[C:6]2[C:10]=1[NH:9][CH:8]=[C:7]2[CH2:11]N(C)C.[CH2:15]([O:17][C:18](=[O:28])[CH:19]([NH:25][CH:26]=[O:27])[C:20]([O:22][CH2:23][CH3:24])=[O:21])[CH3:16].[OH-].[Na+]. The catalyst is C1(C)C=CC=CC=1. The product is [CH2:23]([O:22][C:20](=[O:21])[C:19]([CH2:11][C:7]1[C:6]2[C:10](=[C:2]([F:1])[CH:3]=[CH:4][CH:5]=2)[NH:9][CH:8]=1)([NH:25][CH:26]=[O:27])[C:18]([O:17][CH2:15][CH3:16])=[O:28])[CH3:24]. The yield is 0.990. (9) The reactants are [N:1]1[CH:6]=[CH:5][CH:4]=[C:3]2[CH2:7][CH2:8][CH2:9][CH2:10][CH2:11][C:2]=12.[OH:12]O. The catalyst is C(O)(=O)C. The product is [N:1]1[CH:6]=[CH:5][CH:4]=[C:3]2[CH2:7][CH2:8][CH2:9][CH2:10][CH:11]([OH:12])[C:2]=12. The yield is 0.240. (10) The reactants are [Br:1][C:2]1[C:10]2[C:5](=[CH:6][CH:7]=[CH:8][CH:9]=2)[NH:4][N:3]=1.CC(C)([O-])C.[K+].[CH2:17](Br)[C:18]1[CH:23]=[CH:22][CH:21]=[CH:20][CH:19]=1.Cl. The catalyst is O.C1(C)C=CC=CC=1. The product is [CH2:17]([N:4]1[C:5]2[C:10](=[CH:9][CH:8]=[CH:7][CH:6]=2)[C:2]([Br:1])=[N:3]1)[C:18]1[CH:23]=[CH:22][CH:21]=[CH:20][CH:19]=1. The yield is 0.500.